This data is from Forward reaction prediction with 1.9M reactions from USPTO patents (1976-2016). The task is: Predict the product of the given reaction. (1) Given the reactants FC(F)(F)S(O[C:7]1[C:12]([C:13](=[O:15])[CH3:14])=[CH:11][C:10]([Cl:16])=[C:9]([CH3:17])[C:8]=1[C:18]#[N:19])(=O)=O.[F:22][C:23]1[CH:24]=[C:25](B(O)O)[CH:26]=[C:27]([F:29])[CH:28]=1.C(=O)([O-])O.[Na+].O.N#N, predict the reaction product. The product is: [C:13]([C:12]1[CH:11]=[C:10]([Cl:16])[C:9]([CH3:17])=[C:8]([C:18]#[N:19])[C:7]=1[C:25]1[CH:24]=[C:23]([F:22])[CH:28]=[C:27]([F:29])[CH:26]=1)(=[O:15])[CH3:14]. (2) Given the reactants [S:1]([N:11]1[CH2:14][C:13](=[O:15])[CH2:12]1)([C:4]1[CH:10]=[CH:9][C:7]([CH3:8])=[CH:6][CH:5]=1)(=[O:3])=[O:2].[CH3:16][C:17]([CH3:22])([CH3:21])[C:18]#[C:19]C.[C:23]1(C)C=CC=CC=1, predict the reaction product. The product is: [C:17]([C:18]1[CH2:19][N:11]([S:1]([C:4]2[CH:5]=[CH:6][C:7]([CH3:8])=[CH:9][CH:10]=2)(=[O:2])=[O:3])[CH2:14][C:13](=[O:15])[C:12]=1[CH3:23])([CH3:22])([CH3:21])[CH3:16]. (3) Given the reactants [F:1][C:2]([F:14])([F:13])[C:3]1[CH:12]=[CH:11][C:6]2[N:7]=[C:8]([NH2:10])[S:9][C:5]=2[CH:4]=1.[F:15][C:16]([F:28])([F:27])[O:17][C:18]1[CH:19]=[C:20]([CH:24]=[CH:25][CH:26]=1)[C:21](Cl)=[O:22].Br[CH:30]([CH2:35][CH3:36])[C:31]([O:33]C)=[O:32].COC1C=CC2N=C(N)SC=2C=1.ClC1C=C(C=CC=1)C(Cl)=O.BrCC(OCC)=O, predict the reaction product. The product is: [F:15][C:16]([F:28])([F:27])[O:17][C:18]1[CH:19]=[C:20]([CH:24]=[CH:25][CH:26]=1)[C:21]([N:10]=[C:8]1[N:7]([CH:30]([CH2:35][CH3:36])[C:31]([OH:33])=[O:32])[C:6]2[CH:11]=[CH:12][C:3]([C:2]([F:1])([F:13])[F:14])=[CH:4][C:5]=2[S:9]1)=[O:22]. (4) Given the reactants [NH2:1][CH2:2][CH2:3][CH2:4][C@H:5]([NH:9][C:10]([C:12]1[S:13][C:14]([CH:17]([C:25]2[CH:30]=[CH:29][C:28]([Cl:31])=[CH:27][CH:26]=2)[C:18]2[CH:23]=[CH:22][C:21]([Cl:24])=[CH:20][CH:19]=2)=[CH:15][CH:16]=1)=[O:11])[C:6]([OH:8])=[O:7].[C:32]([OH:38])([C:34]([F:37])([F:36])[F:35])=[O:33].C(O)C.Cl.[C:43](=[NH:46])(O)[CH3:44], predict the reaction product. The product is: [Cl:24][C:21]1[CH:22]=[CH:23][C:18]([CH:17]([C:25]2[CH:26]=[CH:27][C:28]([Cl:31])=[CH:29][CH:30]=2)[C:14]2[S:13][C:12]([C:10]([NH:9][C@@H:5]([CH2:4][CH2:3][CH2:2][NH:1][C:43](=[NH:46])[CH3:44])[C:6]([OH:8])=[O:7])=[O:11])=[CH:16][CH:15]=2)=[CH:19][CH:20]=1.[C:32]([OH:38])([C:34]([F:37])([F:36])[F:35])=[O:33]. (5) Given the reactants [NH:1]1[CH2:6][CH2:5][CH:4]([NH:7][C:8]2[N:13]=[N:12][C:11]([C:14]#[N:15])=[CH:10][CH:9]=2)[CH2:3][CH2:2]1.[Cl:16][C:17]1[CH:18]=[C:19]([CH:22]=[CH:23][CH:24]=1)[CH2:20]Br.C(N(C(C)C)CC)(C)C, predict the reaction product. The product is: [Cl:16][C:17]1[CH:18]=[C:19]([CH:22]=[CH:23][CH:24]=1)[CH2:20][N:1]1[CH2:2][CH2:3][CH:4]([NH:7][C:8]2[N:13]=[N:12][C:11]([C:14]#[N:15])=[CH:10][CH:9]=2)[CH2:5][CH2:6]1. (6) Given the reactants C(N(CC)CC)C.[Cl:8][C:9]1[CH:17]=[CH:16][C:12]([C:13](Cl)=[O:14])=[CH:11][CH:10]=1.[N+:18]([CH2:20][C:21]([O:23][CH2:24][CH3:25])=[O:22])#[C-:19], predict the reaction product. The product is: [Cl:8][C:9]1[CH:17]=[CH:16][C:12]([C:13]2[O:14][CH:19]=[N:18][C:20]=2[C:21]([O:23][CH2:24][CH3:25])=[O:22])=[CH:11][CH:10]=1. (7) Given the reactants [Cl:1][C:2]1[C:3]([CH3:17])=[C:4]([Cl:16])[C:5]2[O:10][CH:9]([CH:11]([CH3:13])[CH3:12])[C:8](=[O:14])[NH:7][C:6]=2[CH:15]=1.C(=O)([O-])[O-].[K+].[K+].[C:24]([O:28][CH3:29])(=[O:27])[CH:25]=[CH2:26].C(O)(=O)CC(CC(O)=O)(C(O)=O)O, predict the reaction product. The product is: [CH3:29][O:28][C:24](=[O:27])[CH2:25][CH2:26][N:7]1[C:6]2[CH:15]=[C:2]([Cl:1])[C:3]([CH3:17])=[C:4]([Cl:16])[C:5]=2[O:10][CH:9]([CH:11]([CH3:12])[CH3:13])[C:8]1=[O:14]. (8) Given the reactants [NH2:1][C:2](=O)[C@:3]([NH:12][C:13](=[O:19])[O:14][C:15]([CH3:18])([CH3:17])[CH3:16])(C)[CH2:4][CH:5]1[CH2:10][CH2:9][CH2:8][CH2:7][CH2:6]1.CO[CH2:23][CH2:24]O[AlH2-]OCCOC.[Na+], predict the reaction product. The product is: [CH:5]1([CH2:4][C@H:3]([NH:12][C:13](=[O:19])[O:14][C:15]([CH3:16])([CH3:17])[CH3:18])[CH2:2][NH:1][CH2:23][CH3:24])[CH2:6][CH2:7][CH2:8][CH2:9][CH2:10]1. (9) The product is: [F:1][C:2]1[CH:3]=[CH:4][C:5]([CH:8]([CH3:12])[CH2:9][CH:10]=[O:11])=[CH:6][CH:7]=1. Given the reactants [F:1][C:2]1[CH:7]=[CH:6][C:5]([CH:8]([CH3:12])[CH2:9][CH2:10][OH:11])=[CH:4][CH:3]=1.C(Cl)(=O)C(Cl)=O.CS(C)=O, predict the reaction product. (10) The product is: [Br:25][C:23]1[C:22]2[C:17](=[CH:18][CH:19]=[CH:20][CH:21]=2)[CH:16]=[C:15]([CH2:13][C:12]2[S:8][C:9]3[CH:29]=[CH:28][CH:27]=[CH:26][C:10]=3[CH:11]=2)[CH:24]=1. Given the reactants C([SiH](CC)CC)C.[S:8]1[C:12]([CH:13]([C:15]2[CH:24]=[C:23]([Br:25])[C:22]3[C:17](=[CH:18][CH:19]=[CH:20][CH:21]=3)[CH:16]=2)O)=[CH:11][C:10]2[CH:26]=[CH:27][CH:28]=[CH:29][C:9]1=2.CO.O, predict the reaction product.